From a dataset of Reaction yield outcomes from USPTO patents with 853,638 reactions. Predict the reaction yield, written as a fraction of the theoretical maximum amount of product (1.0 means a 100% yield; for example, 0.34 means a 34% yield). The reactants are [Br:1][C:2]1[CH:14]=[CH:13][C:12]2[C:11]3[C:6](=[CH:7][C:8]([Br:15])=[CH:9][CH:10]=3)[CH2:5][C:4]=2[CH:3]=1.[H-].[Na+].[O:18]1[CH2:22][CH2:21][O:20][C:19]1([CH2:30][CH2:31]CS([O-])(=O)=O)[CH2:23][CH2:24]CS([O-])(=O)=O. The catalyst is C1COCC1. The product is [Br:1][C:2]1[CH:14]=[CH:13][C:12]2[C:11]3[C:6]([C:5]4([CH2:31][CH2:30][C:19]5([O:20][CH2:21][CH2:22][O:18]5)[CH2:23][CH2:24]4)[C:4]=2[CH:3]=1)=[CH:7][C:8]([Br:15])=[CH:9][CH:10]=3. The yield is 0.760.